Dataset: Buchwald-Hartwig C-N cross coupling reaction yields with 55,370 reactions. Task: Predict the reaction yield, written as a fraction of the theoretical maximum amount of product (1.0 means a 100% yield; for example, 0.34 means a 34% yield). (1) No catalyst specified. The yield is 0.471. The product is Cc1ccc(Nc2ccc(C(F)(F)F)cc2)cc1. The reactants are FC(F)(F)c1ccc(I)cc1.Cc1ccc(N)cc1.O=S(=O)(O[Pd]1c2ccccc2-c2ccccc2N~1)C(F)(F)F.COc1ccc(OC)c(P(C(C)(C)C)C(C)(C)C)c1-c1c(C(C)C)cc(C(C)C)cc1C(C)C.CN1CCCN2CCCN=C12.c1ccc(-c2ccno2)cc1. (2) The reactants are Brc1cccnc1.Cc1ccc(N)cc1.O=S(=O)(O[Pd]1c2ccccc2-c2ccccc2N~1)C(F)(F)F.CC(C)c1cc(C(C)C)c(-c2ccccc2P(C(C)(C)C)C(C)(C)C)c(C(C)C)c1.CN(C)C(=NC(C)(C)C)N(C)C.CCOC(=O)c1cc(C)on1. No catalyst specified. The product is Cc1ccc(Nc2cccnc2)cc1. The yield is 0.773. (3) The reactants are CCc1ccc(Cl)cc1.Cc1ccc(N)cc1.O=S(=O)(O[Pd]1c2ccccc2-c2ccccc2N~1)C(F)(F)F.CC(C)c1cc(C(C)C)c(-c2ccccc2P(C2CCCCC2)C2CCCCC2)c(C(C)C)c1.CCN=P(N=P(N(C)C)(N(C)C)N(C)C)(N(C)C)N(C)C.Cc1cc(C)on1. No catalyst specified. The product is CCc1ccc(Nc2ccc(C)cc2)cc1. The yield is 0.103. (4) The reactants are Clc1ccccn1.Cc1ccc(N)cc1.O=S(=O)(O[Pd]1c2ccccc2-c2ccccc2N~1)C(F)(F)F.COc1ccc(OC)c(P([C@]23C[C@H]4C[C@H](C[C@H](C4)C2)C3)[C@]23C[C@H]4C[C@H](C[C@H](C4)C2)C3)c1-c1c(C(C)C)cc(C(C)C)cc1C(C)C.CCN=P(N=P(N(C)C)(N(C)C)N(C)C)(N(C)C)N(C)C.COC(=O)c1cc(-c2ccco2)on1. No catalyst specified. The product is Cc1ccc(Nc2ccccn2)cc1. The yield is 0.576.